Dataset: Reaction yield outcomes from USPTO patents with 853,638 reactions. Task: Predict the reaction yield, written as a fraction of the theoretical maximum amount of product (1.0 means a 100% yield; for example, 0.34 means a 34% yield). (1) The reactants are [Cl:1][C:2]1[CH:3]=[C:4]([OH:9])[CH:5]=[CH:6][C:7]=1[CH3:8].N1C=CC=CC=1.[C:16](Cl)(=[O:18])[CH3:17]. The catalyst is ClCCl.C1(C)C=CC=CC=1. The product is [Cl:1][C:2]1[C:7]([CH3:8])=[CH:6][C:5]([C:16](=[O:18])[CH3:17])=[C:4]([OH:9])[CH:3]=1. The yield is 0.150. (2) The reactants are [CH3:1][C@@:2]12[C:10](=[O:11])[CH2:9][CH2:8][C@H:7]1[C@@H:6]1[CH2:12][CH:13]=[C:14]3[CH2:19][C@@H:18]([OH:20])[CH2:17][CH2:16][C@:15]3([CH3:21])[C@H:5]1[CH2:4][CH2:3]2.CN(C1C=CC=CN=1)C.[C:31]([OH:36])(=[O:35])[C:32]([CH3:34])=[O:33].C1(N=C=NC2CCCCC2)CCCCC1. The catalyst is C(Cl)Cl. The product is [CH3:1][C@@:2]12[C:10](=[O:11])[CH2:9][CH2:8][C@H:7]1[C@@H:6]1[CH2:12][CH:13]=[C:14]3[CH2:19][C@@H:18]([OH:20])[CH2:17][CH2:16][C@:15]3([CH3:21])[C@H:5]1[CH2:4][CH2:3]2.[C:31]([O-:36])(=[O:35])[C:32]([CH3:34])=[O:33]. The yield is 0.750. (3) The reactants are C([O:4][C:5]1[CH:6]=[C:7]([CH:28]=[CH:29][C:30]=1[CH3:31])[NH:8][C:9]1[C:18]2[C:13](=[CH:14][C:15]([O:21][CH2:22][C:23]3[CH:27]=[CH:26][S:25][CH:24]=3)=[C:16]([O:19][CH3:20])[CH:17]=2)[N:12]=[CH:11][N:10]=1)(=O)C.[OH-].[Na+].[ClH:34]. The catalyst is C(Cl)Cl.CO.CO. The product is [ClH:34].[OH:4][C:5]1[CH:6]=[C:7]([CH:28]=[CH:29][C:30]=1[CH3:31])[NH:8][C:9]1[C:18]2[C:13](=[CH:14][C:15]([O:21][CH2:22][C:23]3[CH:27]=[CH:26][S:25][CH:24]=3)=[C:16]([O:19][CH3:20])[CH:17]=2)[N:12]=[CH:11][N:10]=1. The yield is 0.660. (4) The reactants are [C:1]([O:5][C:6]([NH:8][C@H:9]1[CH2:14][C@@H:13]([F:15])[CH2:12][N:11]([C:16](OCC2C=CC=CC=2)=O)[CH2:10]1)=[O:7])([CH3:4])([CH3:3])[CH3:2].CCN(C(C)C)C(C)C.ClC1[CH:41]=[CH:40][N:39]=[CH:38][C:37]=1[N+:42]([O-:44])=[O:43]. The catalyst is [Pd].CO. The product is [F:15][C@H:13]1[CH2:12][N:11]([C:16]2[CH:41]=[CH:40][N:39]=[CH:38][C:37]=2[N+:42]([O-:44])=[O:43])[CH2:10][C@@H:9]([NH:8][C:6](=[O:7])[O:5][C:1]([CH3:2])([CH3:3])[CH3:4])[CH2:14]1. The yield is 0.900. (5) The reactants are C[O-].[Na+].[N:4]([C@@H:7]1[C@@H:68]([CH3:69])[O:67][C@H:10]([O:11][C@H:12]2[O:62][C@H:61]([CH3:63])[C@@H:60]([N:64]=[N+:65]=[N-:66])[C@H:51]([O:52][CH2:53][C:54]3[CH:59]=[CH:58][CH:57]=[CH:56][CH:55]=3)[C@@H:13]2[O:14][C@H:15]2[O:37][C@:36]([CH2:39][CH2:40][CH2:41][CH2:42][CH2:43][C:44]([O:46][CH3:47])=[O:45])([CH3:38])[C@@H:35]([N:48]=[N+:49]=[N-:50])[C@H:26]([O:27][CH2:28][C:29]3[CH:34]=[CH:33][CH:32]=[CH:31][CH:30]=3)[C@@H:16]2[O:17]C(=O)C2C=CC=CC=2)[C@@H:9]([OH:70])[C@H:8]1[O:71][CH2:72][C:73]1[CH:78]=[CH:77][CH:76]=[CH:75][CH:74]=1)=[N+:5]=[N-:6]. The catalyst is CO. The product is [N:4]([C@@H:7]1[C@@H:68]([CH3:69])[O:67][C@H:10]([O:11][C@H:12]2[O:62][C@H:61]([CH3:63])[C@@H:60]([N:64]=[N+:65]=[N-:66])[C@H:51]([O:52][CH2:53][C:54]3[CH:59]=[CH:58][CH:57]=[CH:56][CH:55]=3)[C@@H:13]2[O:14][C@H:15]2[O:37][C@:36]([CH2:39][CH2:40][CH2:41][CH2:42][CH2:43][C:44]([O:46][CH3:47])=[O:45])([CH3:38])[C@@H:35]([N:48]=[N+:49]=[N-:50])[C@H:26]([O:27][CH2:28][C:29]3[CH:34]=[CH:33][CH:32]=[CH:31][CH:30]=3)[C@@H:16]2[OH:17])[C@@H:9]([OH:70])[C@H:8]1[O:71][CH2:72][C:73]1[CH:78]=[CH:77][CH:76]=[CH:75][CH:74]=1)=[N+:5]=[N-:6]. The yield is 0.940. (6) The reactants are [C:1]([C:3]1[CH:8]=[CH:7][C:6]([NH:9][C:10](=[O:18])[C:11]2[CH:16]=[CH:15][C:14]([F:17])=[CH:13][CH:12]=2)=[CH:5][CH:4]=1)#[CH:2].Br[C:20]1[CH:21]=[N:22][CH:23]=[C:24]([CH:37]=1)[C:25]([N:27]=[S:28]([CH3:36])(=[O:35])[C:29]1[CH:34]=[CH:33][CH:32]=[CH:31][CH:30]=1)=[O:26]. No catalyst specified. The product is [F:17][C:14]1[CH:15]=[CH:16][C:11]([C:10]([NH:9][C:6]2[CH:5]=[CH:4][C:3]([C:1]#[C:2][C:20]3[CH:21]=[N:22][CH:23]=[C:24]([CH:37]=3)[C:25]([N:27]=[S@@:28]([CH3:36])(=[O:35])[C:29]3[CH:34]=[CH:33][CH:32]=[CH:31][CH:30]=3)=[O:26])=[CH:8][CH:7]=2)=[O:18])=[CH:12][CH:13]=1. The yield is 0.720. (7) The reactants are Cl[C:2]1[N:7]=[C:6]([C:8]2[CH:13]=[CH:12][C:11]([F:14])=[CH:10][CH:9]=2)[N:5]=[C:4]([NH:15][C:16]2[CH:21]=[CH:20][C:19]([O:22][C:23]([F:26])([F:25])[F:24])=[CH:18][CH:17]=2)[CH:3]=1.[NH:27]1[CH2:32][CH2:31][O:30][CH2:29][CH2:28]1. The catalyst is C(O)CCC. The product is [F:14][C:11]1[CH:12]=[CH:13][C:8]([C:6]2[N:5]=[C:4]([NH:15][C:16]3[CH:21]=[CH:20][C:19]([O:22][C:23]([F:26])([F:25])[F:24])=[CH:18][CH:17]=3)[CH:3]=[C:2]([N:27]3[CH2:32][CH2:31][O:30][CH2:29][CH2:28]3)[N:7]=2)=[CH:9][CH:10]=1. The yield is 0.560.